Predict the reactants needed to synthesize the given product. From a dataset of Full USPTO retrosynthesis dataset with 1.9M reactions from patents (1976-2016). The reactants are: [Cl:1][C:2]1[CH:7]=[CH:6][CH:5]=[CH:4][C:3]=1[C:8]1[C:16]2[C:11](=[N:12][C:13]([O:22][C:23]3[CH:28]=[CH:27][C:26]([F:29])=[CH:25][C:24]=3[F:30])=[N:14][C:15]=2[NH:17][CH2:18][C@@H:19]([OH:21])[CH3:20])[N:10](OCCC[Si](C)(C)C)[N:9]=1.[C:39]([NH:46][C@H:47]([C:51]([OH:53])=O)[CH:48]([CH3:50])[CH3:49])([O:41][C:42]([CH3:45])([CH3:44])[CH3:43])=[O:40].[CH3:54]N(C=O)C. Given the product [Cl:1][C:2]1[CH:7]=[CH:6][CH:5]=[CH:4][C:3]=1[C:8]1[C:16]2[C:11](=[N:12][C:13]([O:22][C:23]3[CH:28]=[CH:27][C:26]([F:29])=[CH:25][C:24]=3[F:30])=[N:14][C:15]=2[NH:17][CH2:18][C@@H:19]([O:21][C:51](=[O:53])[C@@H:47]([NH:46][C:39]([O:41][C:42]([CH3:45])([CH3:44])[CH3:43])=[O:40])[CH:48]([CH3:50])[CH3:49])[CH3:20])[N:10]([CH3:54])[N:9]=1, predict the reactants needed to synthesize it.